From a dataset of Experimentally validated miRNA-target interactions with 360,000+ pairs, plus equal number of negative samples. Binary Classification. Given a miRNA mature sequence and a target amino acid sequence, predict their likelihood of interaction. (1) The miRNA is hsa-miR-6809-3p with sequence CUUCUCUUCUCUCCUUCCCAG. The protein sequence of the target gene is MGILYSEPICQAAYQNDFGQVWRWVKEDSSYANVQDGFNGDTPLICACRRGHVRIVSFLLRRNANVNLKNQKERTCLHYAVKKKFTFIDYLLIILLMPVLLIGYFLMVSKTKQNEALVRMLLDAGVEVNATDCYGCTALHYACEMKNQSLIPLLLEARADPTIKNKHGESSLDIARRLKFSQIELMLRKAL. Result: 0 (no interaction). (2) The miRNA is hsa-miR-561-3p with sequence CAAAGUUUAAGAUCCUUGAAGU. The protein sequence of the target gene is MTTAHFYCQYCTASLLGKKYVLKDDSPYCVTCYDRVFSNYCEECKKPIESDSKDLCYKDRHWHEGCFKCTKCNHSLVEKPFAAKDERLLCTECYSNECSSKCFHCKRTIMPGSRKMEFKGNYWHETCFVCENCRQPIGTKPLISKESGNYCVPCFEKEFAHYCNFCKKVITSGGITFCDQLWHKECFLCSGCRKDLCEEQFMSRDDYPFCVDCYNHLYANKCVACSKPISGLTGAKFICFQDSQWHSECFNCGKCSVSLVGKGFLTQNKEIFCQKCGSGMDTDI. Result: 0 (no interaction). (3) The miRNA is hsa-miR-3913-3p with sequence AGACAUCAAGAUCAGUCCCAAA. The protein sequence of the target gene is MLQGLLPVSLLLSVAVSAIKELPGVKKYEVVYPIRLHPLHKREAKEPEQQEQFETELKYKMTINGKIAVLYLKKNKNLLAPGYTETYYNSTGKEITTSPQIMDDCYYQGHILNEKVSDASISTCRGLRGYFSQGDQRYFIEPLSPIHRDGQEHALFKYNPDEKNYDSTCGMDGVLWAHDLQQNIALPATKLVKLKDRKVQEHEKYIEYYLVLDNGEFKRYNENQDEIRKRVFEMANYVNMLYKKLNTHVALVGMEIWTDKDKIKITPNASFTLENFSKWRGSVLSRRKRHDIAQLITATE.... Result: 1 (interaction). (4) The miRNA is hsa-miR-98-5p with sequence UGAGGUAGUAAGUUGUAUUGUU. The protein sequence of the target gene is MCFPKVLSDDMKKLKARMVMLLPTSAQGLGAWVSACDTEDTVGHLGPWRDKDPALWCQLCLSSQHQAIERFYDKMQNAESGRGQVMSSLAELEDDFKEGYLETVAAYYEEQHPELTPLLEKERDGLRCRGNRSPVPDVEDPATEEPGESFCDKVMRWFQAMLQRLQTWWHGVLAWVKEKVVALVHAVQALWKQFQSFCCSLSELFMSSFQSYGAPRGDKEELTPQKCSEPQSSK. Result: 1 (interaction).